From a dataset of Forward reaction prediction with 1.9M reactions from USPTO patents (1976-2016). Predict the product of the given reaction. (1) Given the reactants CS(C)=O.C(=O)([O-])[O-:6].[K+].[K+].OO.[C:13]([C:15]1[CH:16]=[C:17]([N:21]2[CH2:26][CH2:25][N:24]([C:27]([O:29][C:30]([CH3:33])([CH3:32])[CH3:31])=[O:28])[CH2:23][CH:22]2[C:34](=[O:49])[NH:35][C:36]2[CH:41]=[CH:40][C:39]([N:42]3[CH2:47][CH2:46][CH2:45][CH2:44][C:43]3=[O:48])=[CH:38][CH:37]=2)[CH:18]=[CH:19][CH:20]=1)#[N:14], predict the reaction product. The product is: [C:13]([C:15]1[CH:16]=[C:17]([N:21]2[CH2:26][CH2:25][N:24]([C:27]([O:29][C:30]([CH3:33])([CH3:32])[CH3:31])=[O:28])[CH2:23][CH:22]2[C:34](=[O:49])[NH:35][C:36]2[CH:37]=[CH:38][C:39]([N:42]3[CH2:47][CH2:46][CH2:45][CH2:44][C:43]3=[O:48])=[CH:40][CH:41]=2)[CH:18]=[CH:19][CH:20]=1)(=[O:6])[NH2:14]. (2) The product is: [C:11]1([CH3:16])[CH:12]=[CH:13][CH:14]=[CH:15][C:10]=1[CH:9]=[CH:8][C:6]1[CH:5]=[CH:4][N:3]=[C:2]([NH2:18])[CH:7]=1. Given the reactants Br[C:2]1[CH:7]=[C:6]([CH:8]=[CH:9][C:10]2[CH:15]=[CH:14][CH:13]=[CH:12][C:11]=2[CH3:16])[CH:5]=[CH:4][N:3]=1.[OH-].[NH4+:18].O1CCOCC1, predict the reaction product. (3) Given the reactants [CH3:1][C@H:2]1[C@@H:7]([N:8]2[C:12]3=[C:13]4[CH:19]=[CH:18][NH:17][C:14]4=[N:15][CH:16]=[C:11]3[NH:10][C:9]2=[O:20])[CH2:6][CH2:5][NH:4][CH2:3]1.Cl[C:22]1[CH:29]=[CH:28][C:25]([C:26]#[N:27])=[CH:24][N:23]=1.C(N(CC)CC)C, predict the reaction product. The product is: [CH3:1][C@H:2]1[C@@H:7]([N:8]2[C:12]3=[C:13]4[CH:19]=[CH:18][NH:17][C:14]4=[N:15][CH:16]=[C:11]3[NH:10][C:9]2=[O:20])[CH2:6][CH2:5][N:4]([C:22]2[CH:29]=[CH:28][C:25]([C:26]#[N:27])=[CH:24][N:23]=2)[CH2:3]1. (4) Given the reactants C(N(CC)CC)C.[Br:8][C:9]1[N:18]=[C:17]([C:19]([NH:21][CH2:22][C:23]2[CH:28]=[CH:27][C:26]([F:29])=[CH:25][C:24]=2[S:30]([N:33]([CH3:35])[CH3:34])(=[O:32])=[O:31])=[O:20])[C:16]([OH:36])=[C:15]2[C:10]=1[CH:11]=[CH:12][CH:13]=[N:14]2.[C:37]1([CH3:47])[CH:42]=[CH:41][C:40]([S:43](Cl)(=[O:45])=[O:44])=[CH:39][CH:38]=1, predict the reaction product. The product is: [CH3:47][C:37]1[CH:42]=[CH:41][C:40]([S:43]([O:36][C:16]2[C:17]([C:19]([NH:21][CH2:22][C:23]3[CH:28]=[CH:27][C:26]([F:29])=[CH:25][C:24]=3[S:30]([N:33]([CH3:34])[CH3:35])(=[O:32])=[O:31])=[O:20])=[N:18][C:9]([Br:8])=[C:10]3[C:15]=2[N:14]=[CH:13][CH:12]=[CH:11]3)(=[O:45])=[O:44])=[CH:39][CH:38]=1.